This data is from Full USPTO retrosynthesis dataset with 1.9M reactions from patents (1976-2016). The task is: Predict the reactants needed to synthesize the given product. (1) Given the product [OH:14][CH2:13][C:8]1[CH:9]=[C:10]2[C:5](=[CH:6][CH:7]=1)[N:4]=[C:3]([C:1]#[N:2])[CH:12]=[CH:11]2, predict the reactants needed to synthesize it. The reactants are: [C:1]([C:3]1[CH:12]=[CH:11][C:10]2[C:5](=[CH:6][CH:7]=[C:8]([C:13](OC)=[O:14])[CH:9]=2)[N:4]=1)#[N:2]. (2) Given the product [O:25]1[C:29]2([CH2:34][CH2:33][N:32]([C:2]3[CH:3]=[CH:4][C:5]([CH3:24])=[C:6]([CH:23]=3)[C:7]([NH:9][C:10]3[C:20]([CH3:21])=[CH:19][C:13]([C:14]([O:16][CH2:17][CH3:18])=[O:15])=[CH:12][C:11]=3[CH3:22])=[O:8])[CH2:31][CH2:30]2)[O:28][CH2:27][CH2:26]1, predict the reactants needed to synthesize it. The reactants are: Br[C:2]1[CH:3]=[CH:4][C:5]([CH3:24])=[C:6]([CH:23]=1)[C:7]([NH:9][C:10]1[C:20]([CH3:21])=[CH:19][C:13]([C:14]([O:16][CH2:17][CH3:18])=[O:15])=[CH:12][C:11]=1[CH3:22])=[O:8].[O:25]1[C:29]2([CH2:34][CH2:33][NH:32][CH2:31][CH2:30]2)[O:28][CH2:27][CH2:26]1.C([O-])([O-])=O.[Cs+].[Cs+].C1(P(C2C=CC=CC=2)C2C=CC3C(=CC=CC=3)C=2C2C3C(=CC=CC=3)C=CC=2P(C2C=CC=CC=2)C2C=CC=CC=2)C=CC=CC=1. (3) Given the product [C:48]([O:47][C:45]([N:17]1[C:18]2[C:23](=[CH:22][CH:21]=[CH:20][CH:19]=2)[C:15]([CH2:14][C@@H:13]2[CH2:12][N:11]3[CH2:24][C:25](=[O:28])[CH2:26][CH2:27][C@@H:10]3[CH2:9][N:8]2[C:6](=[O:7])[C:5]2[CH:29]=[C:30]([C:32]([F:35])([F:34])[F:33])[CH:31]=[C:3]([C:2]([F:1])([F:36])[F:37])[CH:4]=2)=[CH:16]1)=[O:46])([CH3:51])([CH3:50])[CH3:49], predict the reactants needed to synthesize it. The reactants are: [F:1][C:2]([F:37])([F:36])[C:3]1[CH:4]=[C:5]([CH:29]=[C:30]([C:32]([F:35])([F:34])[F:33])[CH:31]=1)[C:6]([N:8]1[C@H:13]([CH2:14][C:15]2[C:23]3[C:18](=[CH:19][CH:20]=[CH:21][CH:22]=3)[NH:17][CH:16]=2)[CH2:12][N:11]2[CH2:24][C:25](=[O:28])[CH2:26][CH2:27][C@@H:10]2[CH2:9]1)=[O:7].C(N(CC)CC)C.[C:45](O[C:45]([O:47][C:48]([CH3:51])([CH3:50])[CH3:49])=[O:46])([O:47][C:48]([CH3:51])([CH3:50])[CH3:49])=[O:46]. (4) Given the product [C:12]([O:15][C:16]([NH:1][C:2]1[CH:7]=[CH:6][C:5]([N+:8]([O-:10])=[O:9])=[CH:4][N:3]=1)=[O:17])([CH3:14])([CH3:13])[CH3:11], predict the reactants needed to synthesize it. The reactants are: [NH2:1][C:2]1[CH:7]=[CH:6][C:5]([N+:8]([O-:10])=[O:9])=[CH:4][N:3]=1.[CH3:11][C:12]([O:15][C:16](O[C:16]([O:15][C:12]([CH3:14])([CH3:13])[CH3:11])=[O:17])=[O:17])([CH3:14])[CH3:13]. (5) The reactants are: [CH2:1]([C@H:8]1[N:13]([C:14]([C:16]2[N:17]=[CH:18][N:19]([CH:27]3[CH2:32][CH2:31][CH2:30][CH2:29][C:28]3=[O:33])[C:20]=2[C:21]2[CH:26]=[CH:25][CH:24]=[CH:23][CH:22]=2)=[O:15])[CH2:12][CH2:11][N:10]([C:34]([O:36][C:37]([CH3:40])([CH3:39])[CH3:38])=[O:35])[CH2:9]1)[C:2]1[CH:7]=[CH:6][CH:5]=[CH:4][CH:3]=1.[CH3:41][Mg]Br.[Cl-].[NH4+]. Given the product [CH2:1]([C@H:8]1[N:13]([C:14]([C:16]2[N:17]=[CH:18][N:19]([CH:27]3[CH2:32][CH2:31][CH2:30][CH2:29][C:28]3([OH:33])[CH3:41])[C:20]=2[C:21]2[CH:26]=[CH:25][CH:24]=[CH:23][CH:22]=2)=[O:15])[CH2:12][CH2:11][N:10]([C:34]([O:36][C:37]([CH3:40])([CH3:39])[CH3:38])=[O:35])[CH2:9]1)[C:2]1[CH:7]=[CH:6][CH:5]=[CH:4][CH:3]=1, predict the reactants needed to synthesize it. (6) The reactants are: [NH2:1][C:2]1[CH:11]=[C:10]2[C:5]([CH2:6][CH2:7][CH2:8][N:9]2[CH3:12])=[CH:4][CH:3]=1.[C:13]1([C:22]2[CH:27]=[CH:26][CH:25]=[CH:24][CH:23]=2)[CH:18]=[CH:17][C:16]([C:19](O)=[O:20])=[CH:15][CH:14]=1.Cl.CN(C)CCCN=C=NCC. Given the product [CH3:12][N:9]1[C:10]2[C:5](=[CH:4][CH:3]=[C:2]([NH:1][C:19]([C:16]3[CH:17]=[CH:18][C:13]([C:22]4[CH:23]=[CH:24][CH:25]=[CH:26][CH:27]=4)=[CH:14][CH:15]=3)=[O:20])[CH:11]=2)[CH2:6][CH2:7][CH2:8]1, predict the reactants needed to synthesize it. (7) Given the product [CH3:2][O:3][C:4]1[CH:5]=[C:6]([C:13]2[CH2:18][CH2:17][N:16]([CH2:26][CH2:25][C:24]([F:29])([F:28])[F:23])[CH2:15][CH:14]=2)[CH:7]=[CH:8][C:9]=1[N+:10]([O-:12])=[O:11], predict the reactants needed to synthesize it. The reactants are: Cl.[CH3:2][O:3][C:4]1[CH:5]=[C:6]([C:13]2[CH2:14][CH2:15][NH:16][CH2:17][CH:18]=2)[CH:7]=[CH:8][C:9]=1[N+:10]([O-:12])=[O:11].C(O)(=O)C.[F:23][C:24]([F:29])([F:28])[CH2:25][CH:26]=O.C(O[BH-](OC(=O)C)OC(=O)C)(=O)C.[Na+]. (8) Given the product [CH:28]([C:13]1[CH:21]=[CH:20][C:19]([C:22]([F:25])([F:24])[F:23])=[CH:18][C:14]=1[C:15]([OH:17])=[O:16])=[O:29], predict the reactants needed to synthesize it. The reactants are: C([Li])CCC.CCCCCC.Br[C:13]1[CH:21]=[CH:20][C:19]([C:22]([F:25])([F:24])[F:23])=[CH:18][C:14]=1[C:15]([OH:17])=[O:16].CN(C)[CH:28]=[O:29].[Cl-].[NH4+].C([O-])(O)=O.[Na+]. (9) Given the product [N:1]1([C:10]2[S:14][C:13]([C:15]([O:17][CH3:18])=[O:16])=[C:12]([N:19]([C:20]([O:22][CH2:23][C:24]3[CH:29]=[CH:28][CH:27]=[CH:26][CH:25]=3)=[O:21])[CH2:45][C:44]3[CH:47]=[CH:48][CH:49]=[CH:50][C:43]=3[C:42]([F:41])([F:51])[F:52])[CH:11]=2)[C:5]2[CH:6]=[CH:7][CH:8]=[CH:9][C:4]=2[N:3]=[CH:2]1, predict the reactants needed to synthesize it. The reactants are: [N:1]1([C:10]2[S:14][C:13]([C:15]([O:17][CH3:18])=[O:16])=[C:12]([NH:19][C:20]([O:22][CH2:23][C:24]3[CH:29]=[CH:28][CH:27]=[CH:26][CH:25]=3)=[O:21])[CH:11]=2)[C:5]2[CH:6]=[CH:7][CH:8]=[CH:9][C:4]=2[N:3]=[CH:2]1.C(=O)([O-])[O-].[Cs+].[Cs+].CN(C)C=O.[F:41][C:42]([F:52])([F:51])[C:43]1[CH:50]=[CH:49][CH:48]=[CH:47][C:44]=1[CH2:45]Br.